This data is from Catalyst prediction with 721,799 reactions and 888 catalyst types from USPTO. The task is: Predict which catalyst facilitates the given reaction. (1) The catalyst class is: 8. Reactant: [NH:1]1[CH2:6][CH2:5][O:4][CH2:3][CH2:2]1.C(=O)([O-])[O-].[Na+].[Na+].Cl[C:14]1[N:19]=[C:18]([O:20][C:21]2[CH:48]=[CH:47][CH:46]=[CH:45][C:22]=2[CH2:23][NH:24][C:25]([NH:27][C:28]2[N:32]([C:33]3[CH:38]=[CH:37][C:36]([O:39][CH3:40])=[CH:35][CH:34]=3)[N:31]=[C:30]([C:41]([CH3:44])([CH3:43])[CH3:42])[CH:29]=2)=[O:26])[CH:17]=[CH:16][N:15]=1. Product: [O:4]1[CH2:5][CH2:6][N:1]([C:14]2[N:19]=[C:18]([O:20][C:21]3[CH:48]=[CH:47][CH:46]=[CH:45][C:22]=3[CH2:23][NH:24][C:25]([NH:27][C:28]3[N:32]([C:33]4[CH:38]=[CH:37][C:36]([O:39][CH3:40])=[CH:35][CH:34]=4)[N:31]=[C:30]([C:41]([CH3:42])([CH3:43])[CH3:44])[CH:29]=3)=[O:26])[CH:17]=[CH:16][N:15]=2)[CH2:2][CH2:3]1. (2) Reactant: [CH2:1]([CH:3]([CH2:49][CH2:50][CH2:51][CH3:52])[C:4]#[C:5][C:6]1[C:24]2[S:25][C:26]([Si:28]([CH:35]([CH3:37])[CH3:36])([CH:32]([CH3:34])[CH3:33])[CH:29]([CH3:31])[CH3:30])=[CH:27][C:23]=2[C:22]([C:38]#[C:39][CH:40]([CH2:47][CH3:48])[CH2:41][CH2:42][CH2:43][CH2:44]CC)=[C:8]2[S:9][C:10]([Si:12]([CH:19]([CH3:21])[CH3:20])([CH:16]([CH3:18])[CH3:17])[CH:13]([CH3:15])[CH3:14])=[CH:11][C:7]=12)[CH3:2]. Product: [CH2:47]([CH:40]([CH2:41][CH2:42][CH2:43][CH3:44])[CH2:39][CH2:38][C:22]1[C:8]2[S:9][C:10]([Si:12]([CH:16]([CH3:18])[CH3:17])([CH:19]([CH3:20])[CH3:21])[CH:13]([CH3:15])[CH3:14])=[CH:11][C:7]=2[C:6]([CH2:5][CH2:4][CH:3]([CH2:1][CH3:2])[CH2:49][CH2:50][CH2:51][CH3:52])=[C:24]2[S:25][C:26]([Si:28]([CH:35]([CH3:36])[CH3:37])([CH:32]([CH3:33])[CH3:34])[CH:29]([CH3:30])[CH3:31])=[CH:27][C:23]=12)[CH3:48]. The catalyst class is: 45. (3) Reactant: [Br:1][C:2]1[CH:22]=[CH:21][C:20]([F:23])=[CH:19][C:3]=1[O:4][CH:5]1[CH2:10][CH2:9][N:8]([C:11]2[N:12]=[CH:13][C:14]([C:17]#[N:18])=[N:15][CH:16]=2)[CH2:7][CH2:6]1.[N-:24]=[N+:25]=[N-:26].[Na+].[Cl-].[NH4+]. Product: [Br:1][C:2]1[CH:22]=[CH:21][C:20]([F:23])=[CH:19][C:3]=1[O:4][CH:5]1[CH2:10][CH2:9][N:8]([C:11]2[CH:16]=[N:15][C:14]([C:17]3[N:24]=[N:25][NH:26][N:18]=3)=[CH:13][N:12]=2)[CH2:7][CH2:6]1. The catalyst class is: 3. (4) Reactant: [F:1][C:2]1[CH:9]=[CH:8][C:5]([C:6]#[N:7])=[CH:4][CH:3]=1.Cl.[OH:11][NH2:12].C(=O)([O-])[O-].[K+].[K+]. Product: [F:1][C:2]1[CH:9]=[CH:8][C:5]([C:6](=[NH:7])[NH:12][OH:11])=[CH:4][CH:3]=1. The catalyst class is: 8. (5) Reactant: [C:1]([C:3]1[CH:12]=[CH:11][C:6]([O:7][CH2:8][CH2:9][OH:10])=[C:5]([CH3:13])[CH:4]=1)#[CH:2].Br[C:15]1[CH:20]=[CH:19][C:18]([Br:21])=[CH:17][N:16]=1.C(NC(C)C)(C)C. Product: [Br:21][C:18]1[CH:19]=[CH:20][C:15]([C:2]#[C:1][C:3]2[CH:12]=[CH:11][C:6]([O:7][CH2:8][CH2:9][OH:10])=[C:5]([CH3:13])[CH:4]=2)=[N:16][CH:17]=1. The catalyst class is: 356. (6) Reactant: CC[C@H]1[C@H]2C[C@H]([C@H:11]([O:24]C3C4C(=CC=CC=4)C([O:24][C@H:11]([C:12]4C=CN=[C:18]5[C:13]=4[CH:14]=[C:15]([O:22][CH3:23])[CH:16]=[CH:17]5)[C@@H]4N5C[C@H](CC)[C@@H](CC5)C4)=NN=3)[C:12]3C=CN=[C:18]4[C:13]=3[CH:14]=[C:15]([O:22][CH3:23])[CH:16]=[CH:17]4)N(CC2)C1.C(C1C=CC=C([O:67]C)C=1)=C. Product: [CH3:23][O:22][C:15]1[CH:14]=[C:13]([C@H:12]([OH:67])[CH2:11][OH:24])[CH:18]=[CH:17][CH:16]=1. The catalyst class is: 371.